Dataset: Full USPTO retrosynthesis dataset with 1.9M reactions from patents (1976-2016). Task: Predict the reactants needed to synthesize the given product. Given the product [Si:10]([O:9][CH2:8][C:5]1[CH:6]=[CH:7][C:2]([C:26](=[O:25])[CH2:22][CH:23]([CH3:18])[CH3:24])=[N:3][CH:4]=1)([C:13]([CH3:16])([CH3:15])[CH3:14])([CH3:12])[CH3:11], predict the reactants needed to synthesize it. The reactants are: Br[C:2]1[CH:7]=[CH:6][C:5]([CH2:8][O:9][Si:10]([C:13]([CH3:16])([CH3:15])[CH3:14])([CH3:12])[CH3:11])=[CH:4][N:3]=1.[Li][CH2:18]CCC.[CH2:22]1[CH2:26][O:25][CH2:24][CH2:23]1.